Dataset: Reaction yield outcomes from USPTO patents with 853,638 reactions. Task: Predict the reaction yield, written as a fraction of the theoretical maximum amount of product (1.0 means a 100% yield; for example, 0.34 means a 34% yield). (1) The reactants are [CH3:1][O:2][C:3](=[O:28])[CH2:4][C@H:5]1[C:21](=[O:22])[N:20]([CH2:23][C:24]([CH3:27])([CH3:26])[CH3:25])[CH2:19][C:8]2[C:9]3[CH:10]=[N:11][NH:12][C:13]=3[C:14]([C:16]([CH3:18])=[CH2:17])=[CH:15][C:7]=2[CH2:6]1.[H][H]. The catalyst is C(OCC)(=O)C.CO.[Pd]. The product is [CH3:1][O:2][C:3](=[O:28])[CH2:4][C@H:5]1[C:21](=[O:22])[N:20]([CH2:23][C:24]([CH3:25])([CH3:27])[CH3:26])[CH2:19][C:8]2[C:9]3[CH:10]=[N:11][NH:12][C:13]=3[C:14]([CH:16]([CH3:18])[CH3:17])=[CH:15][C:7]=2[CH2:6]1. The yield is 0.900. (2) The reactants are Br[C:2]1[C:11]([O:12][C@H:13]2[CH2:18][CH2:17][C@H:16]([C:19]([CH3:22])([CH3:21])[CH3:20])[CH2:15][CH2:14]2)=[CH:10][CH:9]=[C:8]2[C:3]=1[CH:4]=[CH:5][C:6]([C@:23]1([CH3:29])[CH2:27][O:26][C:25](=[O:28])[NH:24]1)=[CH:7]2.[Cl:30]C1C(O)=CC=C2C=1C=CC([C@]1(C)COC(=O)N1)=C2. The yield is 0.570. The product is [C:19]([C@H:16]1[CH2:17][CH2:18][C@H:13]([O:12][C:11]2[C:2]([Cl:30])=[C:3]3[C:8](=[CH:9][CH:10]=2)[CH:7]=[C:6]([C@:23]2([CH3:29])[CH2:27][O:26][C:25](=[O:28])[NH:24]2)[CH:5]=[CH:4]3)[CH2:14][CH2:15]1)([CH3:22])([CH3:21])[CH3:20]. No catalyst specified. (3) The reactants are [Br:1][C:2]1[CH:3]=[C:4]2[C:8](=[CH:9][CH:10]=1)[NH:7][C:6](=[O:11])[CH2:5]2.[N:12]1([CH2:17][CH2:18][NH:19][C:20]([C:22]2[C:26]([CH3:27])=[C:25]([CH:28]=O)[NH:24][C:23]=2[CH3:30])=[O:21])[CH2:16][CH2:15][CH2:14][CH2:13]1. No catalyst specified. The product is [N:12]1([CH2:17][CH2:18][NH:19][C:20]([C:22]2[C:26]([CH3:27])=[C:25]([CH:28]=[C:5]3[C:4]4[C:8](=[CH:9][CH:10]=[C:2]([Br:1])[CH:3]=4)[NH:7][C:6]3=[O:11])[NH:24][C:23]=2[CH3:30])=[O:21])[CH2:16][CH2:15][CH2:14][CH2:13]1. The yield is 0.810.